From a dataset of Forward reaction prediction with 1.9M reactions from USPTO patents (1976-2016). Predict the product of the given reaction. The product is: [CH3:1][O:2][CH2:3][C:4]1[N:5]=[C:6]2[N:7]=[C:8]([C:29]3[C:34]([C:35]([F:36])([F:37])[F:38])=[CH:33][CH:32]=[CH:31][N:30]=3)[CH:9]=[CH:10][C:11]2=[C:12]2[C:13]=1[O:28][C:19]1[C:18](=[CH:23][CH:22]=[C:21]([C:24]([F:25])([F:27])[F:26])[CH:20]=1)[NH:17]2. Given the reactants [CH3:1][O:2][CH2:3][C:4]1[C:13]([N+]([O-])=O)=[C:12]([NH:17][C:18]2[CH:23]=[CH:22][C:21]([C:24]([F:27])([F:26])[F:25])=[CH:20][C:19]=2[OH:28])[C:11]2[C:6](=[N:7][C:8]([C:29]3[C:34]([C:35]([F:38])([F:37])[F:36])=[CH:33][CH:32]=[CH:31][N:30]=3)=[CH:9][CH:10]=2)[N:5]=1.C([O-])([O-])=O.[K+].[K+], predict the reaction product.